Predict the product of the given reaction. From a dataset of Forward reaction prediction with 1.9M reactions from USPTO patents (1976-2016). (1) The product is: [C:1]([O:5][C:6](=[O:20])[N:7]([C:8]1[S:12][C:11]([C:13]2[CH:14]=[N:15][CH:16]=[CH:17][CH:18]=2)=[N:10][C:9]=1[Br:21])[CH3:19])([CH3:4])([CH3:3])[CH3:2]. Given the reactants [C:1]([O:5][C:6](=[O:20])[N:7]([CH3:19])[C:8]1[S:12][C:11]([C:13]2[CH:14]=[N:15][CH:16]=[CH:17][CH:18]=2)=[N:10][CH:9]=1)([CH3:4])([CH3:3])[CH3:2].[Br:21]N1C(=O)CCC1=O, predict the reaction product. (2) Given the reactants [C:1]1(B(O)O)[C:10]2[C:5](=[CH:6][CH:7]=[CH:8][CH:9]=2)[CH:4]=[CH:3][CH:2]=1.Br[C:15]1[CH:20]=[CH:19][C:18]([C:21]2[CH:26]=[CH:25][CH:24]=[CH:23][CH:22]=2)=[C:17]([N+:27]([O-:29])=[O:28])[CH:16]=1.C(=O)([O-])[O-].[K+].[K+], predict the reaction product. The product is: [C:1]1([C:15]2[CH:20]=[CH:19][C:18]([C:21]3[CH:26]=[CH:25][CH:24]=[CH:23][CH:22]=3)=[C:17]([N+:27]([O-:29])=[O:28])[CH:16]=2)[C:10]2[C:5](=[CH:6][CH:7]=[CH:8][CH:9]=2)[CH:4]=[CH:3][CH:2]=1.